Task: Predict the reactants needed to synthesize the given product.. Dataset: Full USPTO retrosynthesis dataset with 1.9M reactions from patents (1976-2016) (1) Given the product [Cl:3][C:4]1[CH:9]=[C:8]([C:10]#[C:11][CH:12]2[CH2:14][CH2:13]2)[CH:7]=[CH:6][C:5]=1[CH:15]([OH:22])[CH2:16][N:17]1[CH:21]=[CH:20][N:19]=[CH:18]1, predict the reactants needed to synthesize it. The reactants are: [BH4-].[Na+].[Cl:3][C:4]1[CH:9]=[C:8]([C:10]#[C:11][CH:12]2[CH2:14][CH2:13]2)[CH:7]=[CH:6][C:5]=1[C:15](=[O:22])[CH2:16][N:17]1[CH:21]=[CH:20][N:19]=[CH:18]1. (2) Given the product [F:38][C:2]1([F:1])[CH:7]([CH2:8][OH:9])[CH2:6][CH2:5][N:4]([C:16]2[CH:35]=[C:34]([O:36][CH3:37])[CH:33]=[CH:32][C:17]=2[C:18]([N:20]([CH2:27][C:28]([CH3:31])([CH3:30])[CH3:29])[C:21]2[CH:26]=[CH:25][CH:24]=[CH:23][N:22]=2)=[O:19])[CH2:3]1, predict the reactants needed to synthesize it. The reactants are: [F:1][C:2]1([F:38])[CH:7]([CH2:8][O:9]C2C=CC=CC=2)[CH2:6][CH2:5][N:4]([C:16]2[CH:35]=[C:34]([O:36][CH3:37])[CH:33]=[CH:32][C:17]=2[C:18]([N:20]([CH2:27][C:28]([CH3:31])([CH3:30])[CH3:29])[C:21]2[CH:26]=[CH:25][CH:24]=[CH:23][N:22]=2)=[O:19])[CH2:3]1. (3) Given the product [N:1]1([C:10]2[S:14][C:13]([C:15]([O:17][CH3:18])=[O:16])=[C:12]([O:19][CH2:22][C:21]#[CH:20])[CH:11]=2)[C:5]2[CH:6]=[CH:7][CH:8]=[CH:9][C:4]=2[N:3]=[CH:2]1, predict the reactants needed to synthesize it. The reactants are: [N:1]1([C:10]2[S:14][C:13]([C:15]([O:17][CH3:18])=[O:16])=[C:12]([OH:19])[CH:11]=2)[C:5]2[CH:6]=[CH:7][CH:8]=[CH:9][C:4]=2[N:3]=[CH:2]1.[CH2:20](Br)[C:21]#[CH:22]. (4) Given the product [Cl:1][C:2]1[CH:7]=[CH:6][C:5]([CH:8]([C:26]2[CH:27]=[CH:28][C:29]([Cl:32])=[CH:30][CH:31]=2)[C:9]2[CH:10]=[C:11]3[C:16](=[CH:17][CH:18]=2)[N:15]=[N:14][CH:13]=[C:12]3[NH:19][CH:20]2[CH2:21][CH2:22][N:23]([S:41]([C:44]3[S:48][C:47]([C:49]([O:51][CH3:52])=[O:50])=[CH:46][CH:45]=3)(=[O:42])=[O:43])[CH2:24][CH2:25]2)=[CH:4][CH:3]=1, predict the reactants needed to synthesize it. The reactants are: [Cl:1][C:2]1[CH:7]=[CH:6][C:5]([CH:8]([C:26]2[CH:31]=[CH:30][C:29]([Cl:32])=[CH:28][CH:27]=2)[C:9]2[CH:10]=[C:11]3[C:16](=[CH:17][CH:18]=2)[N:15]=[N:14][CH:13]=[C:12]3[NH:19][CH:20]2[CH2:25][CH2:24][NH:23][CH2:22][CH2:21]2)=[CH:4][CH:3]=1.C(N(CC)CC)C.Cl[S:41]([C:44]1[S:48][C:47]([C:49]([O:51][CH3:52])=[O:50])=[CH:46][CH:45]=1)(=[O:43])=[O:42].